From a dataset of Peptide-MHC class I binding affinity with 185,985 pairs from IEDB/IMGT. Regression. Given a peptide amino acid sequence and an MHC pseudo amino acid sequence, predict their binding affinity value. This is MHC class I binding data. (1) The MHC is HLA-A68:02 with pseudo-sequence HLA-A68:02. The peptide sequence is KVLSIMAFI. The binding affinity (normalized) is 0.625. (2) The peptide sequence is NSTVTSLIANI. The MHC is Mamu-A07 with pseudo-sequence Mamu-A07. The binding affinity (normalized) is 0.